This data is from Full USPTO retrosynthesis dataset with 1.9M reactions from patents (1976-2016). The task is: Predict the reactants needed to synthesize the given product. Given the product [C:11](=[O:12])([O:15][C:1]1[CH:2]=[CH:3][C:4]([NH2:7])=[CH:5][C:6]=1[C:23]([CH3:26])([CH3:25])[CH3:24])[NH2:10], predict the reactants needed to synthesize it. The reactants are: [C:1]1(N)[CH:6]=[CH:5][C:4]([NH2:7])=[CH:3][CH:2]=1.C[N:10](C)[CH:11]=[O:12].C(=O)([O-])[O-:15].[K+].[K+].C(OC(O[C:23]([CH3:26])([CH3:25])[CH3:24])=O)(O[C:23]([CH3:26])([CH3:25])[CH3:24])=O.